From a dataset of Reaction yield outcomes from USPTO patents with 853,638 reactions. Predict the reaction yield, written as a fraction of the theoretical maximum amount of product (1.0 means a 100% yield; for example, 0.34 means a 34% yield). (1) The reactants are [C:1]([NH:6][C:7]1[NH:8][C:9](=[O:32])[C:10]2[N:11]=[CH:12][N:13]([C@@H:16]3[O:21][C@H:20]([CH2:22][O:23][C:24](=[O:31])[C:25]4[CH:30]=[CH:29][CH:28]=[CH:27][CH:26]=4)[C@H:18](O)[CH2:17]3)[C:14]=2[N:15]=1)(=[O:5])[CH:2]([CH3:4])[CH3:3].CCN(CC)CC.CS(Cl)(=O)=O.[N-:45]=[N+:46]=[N-:47].[Na+]. The catalyst is ClCCl.CN(C)C1C=CN=CC=1.CCOC(C)=O.O. The product is [C:1]([NH:6][C:7]1[NH:8][C:9](=[O:32])[C:10]2[N:11]=[CH:12][N:13]([C@@H:16]3[O:21][C@H:20]([CH2:22][O:23][C:24](=[O:31])[C:25]4[CH:26]=[CH:27][CH:28]=[CH:29][CH:30]=4)[C@H:18]([N:45]=[N+:46]=[N-:47])[CH2:17]3)[C:14]=2[N:15]=1)(=[O:5])[CH:2]([CH3:4])[CH3:3]. The yield is 0.650. (2) The reactants are [F:1][C:2]1[CH:3]=[CH:4][C:5]([NH:8][NH:9][C:10](=O)[C:11]([CH3:18])([N:13]2[CH2:17][CH2:16][CH2:15][CH2:14]2)[CH3:12])=[N:6][CH:7]=1.C1C=CC(P(C2C=CC=CC=2)C2C=CC=CC=2)=CC=1.CCN(CC)CC.ClC(Cl)(Cl)C(Cl)(Cl)Cl. The catalyst is C1COCC1. The product is [F:1][C:2]1[CH:3]=[CH:4][C:5]2[N:6]([C:10]([C:11]([CH3:18])([N:13]3[CH2:17][CH2:16][CH2:15][CH2:14]3)[CH3:12])=[N:9][N:8]=2)[CH:7]=1. The yield is 0.860. (3) The reactants are Br[C:2]1[N:18]([C@@H:19]2[CH2:23][CH2:22][N:21]([C:24]([O:26][C:27]([CH3:30])([CH3:29])[CH3:28])=[O:25])[CH2:20]2)[C:5]2[N:6]=[CH:7][N:8]=[C:9]([NH:10]C(OC(C)(C)C)=O)[C:4]=2[C:3]=1[C:31]1[CH:36]=[CH:35][C:34]([O:37][C:38]2[CH:43]=[CH:42][CH:41]=[CH:40][CH:39]=2)=[CH:33][CH:32]=1.[O:44]1[CH:48]=[CH:47][N:46]=[CH:45]1.CC([O-])(C)C.[K+]. The catalyst is O1CCOCC1.C1C=CC([P]([Pd]([P](C2C=CC=CC=2)(C2C=CC=CC=2)C2C=CC=CC=2)([P](C2C=CC=CC=2)(C2C=CC=CC=2)C2C=CC=CC=2)[P](C2C=CC=CC=2)(C2C=CC=CC=2)C2C=CC=CC=2)(C2C=CC=CC=2)C2C=CC=CC=2)=CC=1. The product is [NH2:10][C:9]1[C:4]2[C:3]([C:31]3[CH:36]=[CH:35][C:34]([O:37][C:38]4[CH:39]=[CH:40][CH:41]=[CH:42][CH:43]=4)=[CH:33][CH:32]=3)=[C:2]([C:45]3[O:44][CH:48]=[CH:47][N:46]=3)[N:18]([C@@H:19]3[CH2:23][CH2:22][N:21]([C:24]([O:26][C:27]([CH3:30])([CH3:29])[CH3:28])=[O:25])[CH2:20]3)[C:5]=2[N:6]=[CH:7][N:8]=1. The yield is 0.420. (4) The reactants are C[Al](C)C.CO[C:7]([C:9]1[S:13][C:12]([N:14]2[CH2:19][CH2:18][N:17]([C:20]([O:22][C:23]([CH3:26])([CH3:25])[CH3:24])=[O:21])[CH2:16][CH2:15]2)=[CH:11][CH:10]=1)=[O:8].[CH3:27][O:28][C:29]1[CH:30]=[C:31]([CH2:37][CH2:38][C:39]2[CH:40]=[C:41]([NH2:44])[NH:42][N:43]=2)[CH:32]=[C:33]([O:35][CH3:36])[CH:34]=1. The catalyst is C1(C)C=CC=CC=1.CC(C)=O. The product is [CH3:36][O:35][C:33]1[CH:32]=[C:31]([CH2:37][CH2:38][C:39]2[CH:40]=[C:41]([NH:44][C:7]([C:9]3[S:13][C:12]([N:14]4[CH2:15][CH2:16][N:17]([C:20]([O:22][C:23]([CH3:24])([CH3:25])[CH3:26])=[O:21])[CH2:18][CH2:19]4)=[CH:11][CH:10]=3)=[O:8])[NH:42][N:43]=2)[CH:30]=[C:29]([O:28][CH3:27])[CH:34]=1. The yield is 0.502.